This data is from Full USPTO retrosynthesis dataset with 1.9M reactions from patents (1976-2016). The task is: Predict the reactants needed to synthesize the given product. Given the product [C:36]1([C:45]2[CH:46]=[CH:47][CH:48]=[CH:49][CH:50]=2)[CH:41]=[CH:40][C:39]([C:24]2[N:23]=[CH:22][C:21]3[N:27]([CH2:28][O:29][CH2:30][CH2:31][Si:32]([CH3:33])([CH3:35])[CH3:34])[C:18]([O:17][C@@H:16]4[CH2:15][O:14][C@@H:13]5[C@H:9]([O:8][Si:1]([C:4]([CH3:7])([CH3:5])[CH3:6])([CH3:3])[CH3:2])[CH2:10][O:11][C@H:12]45)=[N:19][C:20]=3[CH:25]=2)=[CH:38][CH:37]=1, predict the reactants needed to synthesize it. The reactants are: [Si:1]([O:8][C@H:9]1[C@H:13]2[O:14][CH2:15][C@@H:16]([O:17][C:18]3[N:27]([CH2:28][O:29][CH2:30][CH2:31][Si:32]([CH3:35])([CH3:34])[CH3:33])[C:21]4[CH:22]=[N:23][C:24](Cl)=[CH:25][C:20]=4[N:19]=3)[C@H:12]2[O:11][CH2:10]1)([C:4]([CH3:7])([CH3:6])[CH3:5])([CH3:3])[CH3:2].[C:36]1([C:45]2[CH:50]=[CH:49][CH:48]=[CH:47][CH:46]=2)[CH:41]=[CH:40][C:39](B(O)O)=[CH:38][CH:37]=1.[O-]P([O-])([O-])=O.[K+].[K+].[K+].CCOC(C)=O.